This data is from Catalyst prediction with 721,799 reactions and 888 catalyst types from USPTO. The task is: Predict which catalyst facilitates the given reaction. (1) Reactant: [C:1]1([CH2:7][C@H:8]([N:12]([CH2:27][C:28]2[CH:33]=[CH:32][C:31]([C:34]3[CH:39]=[CH:38][CH:37]=[CH:36][N:35]=3)=[CH:30][CH:29]=2)[C:13](=[O:26])[CH:14]=[CH:15][C:16]2[CH:21]=[CH:20][C:19]([C:22]([F:25])([F:24])[F:23])=[CH:18][CH:17]=2)[C:9](O)=[O:10])[CH:6]=[CH:5][CH:4]=[CH:3][CH:2]=1.CN(C(ON1N=NC2C=CC=CC1=2)=[N+](C)C)C.[B-](F)(F)(F)F.CCN(C(C)C)C(C)C.Cl.[F:72][C:73]([F:85])([F:84])[C:74]1[CH:75]=[C:76]2[C:81](=[CH:82][CH:83]=1)[CH2:80][NH:79][CH2:78][CH2:77]2. Product: [CH2:7]([C@H:8]([N:12]([CH2:27][C:28]1[CH:29]=[CH:30][C:31]([C:34]2[CH:39]=[CH:38][CH:37]=[CH:36][N:35]=2)=[CH:32][CH:33]=1)[C:13](=[O:26])[CH:14]=[CH:15][C:16]1[CH:21]=[CH:20][C:19]([C:22]([F:23])([F:25])[F:24])=[CH:18][CH:17]=1)[C:9](=[O:10])[N:79]1[CH2:78][CH2:77][C:76]2[C:81](=[CH:82][CH:83]=[C:74]([C:73]([F:72])([F:84])[F:85])[CH:75]=2)[CH2:80]1)[C:1]1[CH:6]=[CH:5][CH:4]=[CH:3][CH:2]=1. The catalyst class is: 3. (2) Reactant: [C@@H:1]12[C:7]([CH3:9])([CH3:8])[CH:6]1[CH2:5][CH:4]=[C:3]([CH3:10])[CH2:2]2.[N+](=[CH:13][C:14]([O:16][CH2:17][CH3:18])=[O:15])=[N-]. Product: [CH3:10][C@@:3]12[C@@H:13]([C:14]([O:16][CH2:17][CH3:18])=[O:15])[CH:4]1[CH2:5][C@@H:6]1[C@@H:1]([C:7]1([CH3:9])[CH3:8])[CH2:2]2. The catalyst class is: 536. (3) Reactant: [CH:1]([C:3]1[CH:4]=[C:5]([CH:17]=[CH:18][CH:19]=1)[O:6][CH:7]([CH2:15][CH3:16])[C:8]([O:10][C:11]([CH3:14])([CH3:13])[CH3:12])=[O:9])=O.[NH2:20][CH2:21][CH2:22][CH2:23][OH:24].C(O[BH-](OC(=O)C)OC(=O)C)(=O)C.[Na+].C(O)(=O)C.C(=O)([O-])O.[Na+]. Product: [OH:24][CH2:23][CH2:22][CH2:21][NH:20][CH2:1][C:3]1[CH:4]=[C:5]([CH:17]=[CH:18][CH:19]=1)[O:6][CH:7]([CH2:15][CH3:16])[C:8]([O:10][C:11]([CH3:14])([CH3:13])[CH3:12])=[O:9]. The catalyst class is: 22. (4) Reactant: [OH:1][C@@H:2]1[C@@H:7]([CH:8]=[CH2:9])[O:6][C:5]([CH3:11])([CH3:10])[CH2:4][C:3]1=[O:12].[CH2:13](Br)Br.[Li]CCCC. Product: [CH3:10][C:5]1([CH3:11])[CH2:4][C@:3]2([O:12][CH2:13]2)[C@H:2]([OH:1])[C@@H:7]([CH:8]=[CH2:9])[O:6]1. The catalyst class is: 1. (5) Reactant: Br[C:2]1[CH:15]=[CH:14][C:13]2[O:12][C:11]3[C:6](=[CH:7][C:8]([C:16]4[CH:17]=[N:18][CH:19]=[N:20][CH:21]=4)=[CH:9][CH:10]=3)[C:5]3([CH2:25][S:24][C:23]([NH:26][C:27]([CH3:30])([CH3:29])[CH3:28])=[N:22]3)[C:4]=2[CH:3]=1.[CH3:31][C:32]([CH3:36])([CH3:35])[C:33]#[CH:34].C(NC(C)C)(C)C. Product: [C:27]([NH:26][C:23]1[S:24][CH2:25][C:5]2([N:22]=1)[C:4]1[CH:3]=[C:2]([C:34]#[C:33][C:32]([CH3:36])([CH3:35])[CH3:31])[CH:15]=[CH:14][C:13]=1[O:12][C:11]1[C:6]2=[CH:7][C:8]([C:16]2[CH:21]=[N:20][CH:19]=[N:18][CH:17]=2)=[CH:9][CH:10]=1)([CH3:29])([CH3:28])[CH3:30]. The catalyst class is: 471. (6) Product: [CH3:32][O:31][C:29]([NH:28][C:25]1[CH:24]=[CH:23][C:22]([CH:12]([C:9]2[CH:8]=[CH:7][C:6]([NH:5][C:3]([O:2][CH3:1])=[O:4])=[CH:11][CH:10]=2)[CH2:13][CH2:14][NH2:15])=[CH:27][CH:26]=1)=[O:30]. Reactant: [CH3:1][O:2][C:3]([NH:5][C:6]1[CH:11]=[CH:10][C:9]([CH:12]([C:22]2[CH:27]=[CH:26][C:25]([NH:28][C:29]([O:31][CH3:32])=[O:30])=[CH:24][CH:23]=2)[CH2:13][CH2:14][NH:15]C(=O)C(F)(F)F)=[CH:8][CH:7]=1)=[O:4].CO.O1CCOCC1.C(=O)([O-])[O-].[K+].[K+]. The catalyst class is: 6.